From a dataset of Forward reaction prediction with 1.9M reactions from USPTO patents (1976-2016). Predict the product of the given reaction. (1) Given the reactants CS(C)=O.C(Cl)(=O)C(Cl)=O.[OH:11][CH2:12][CH:13]1[CH2:16][CH:15]([CH2:17][O:18][CH2:19][C:20]2[CH:25]=[CH:24][CH:23]=[CH:22][CH:21]=2)[CH2:14]1.CCN(CC)CC, predict the reaction product. The product is: [CH2:19]([O:18][CH2:17][C@@H:15]1[CH2:16][C@H:13]([CH:12]=[O:11])[CH2:14]1)[C:20]1[CH:25]=[CH:24][CH:23]=[CH:22][CH:21]=1. (2) Given the reactants CC1C=NN([C:7]2[S:15][C:14]3[C:9](=[N:10][CH:11]=[CH:12][C:13]=3[O:16][C:17]3[CH:22]=[CH:21][C:20]([NH:23][C:24]([NH:26][C:27](=[O:35])[CH2:28][C:29]4[CH:34]=[CH:33][CH:32]=[CH:31][CH:30]=4)=[S:25])=[CH:19][CH:18]=3)[CH:8]=2)C=1.CC1C=NNC=1.[CH3:42][C:43]1[CH:47]=[C:46]([CH3:48])[NH:45][N:44]=1, predict the reaction product. The product is: [CH3:42][C:43]1[CH:47]=[C:46]([CH3:48])[N:45]([C:7]2[S:15][C:14]3[C:9](=[N:10][CH:11]=[CH:12][C:13]=3[O:16][C:17]3[CH:18]=[CH:19][C:20]([NH:23][C:24]([NH:26][C:27](=[O:35])[CH2:28][C:29]4[CH:30]=[CH:31][CH:32]=[CH:33][CH:34]=4)=[S:25])=[CH:21][CH:22]=3)[CH:8]=2)[N:44]=1. (3) The product is: [CH:1]12[CH2:7][CH:4]([CH2:5][CH2:6]1)[CH2:3][CH:2]2[CH2:8][O:9][C:10]1[CH:11]=[C:12]([CH:13]([OH:14])[CH2:19][C:18]#[N:20])[CH:15]=[CH:16][CH:17]=1. Given the reactants [CH:1]12[CH2:7][CH:4]([CH2:5][CH2:6]1)[CH2:3][CH:2]2[CH2:8][O:9][C:10]1[CH:11]=[C:12]([CH:15]=[CH:16][CH:17]=1)[CH:13]=[O:14].[C:18](#[N:20])[CH3:19], predict the reaction product. (4) Given the reactants [CH2:1]([O:3][C:4]([C:6]1[O:14][C:13]2[C:12]([C:15]3[CH:20]=[CH:19][CH:18]=[CH:17][CH:16]=3)=[CH:11][N:10]=[CH:9][C:8]=2[C:7]=1[NH:21][C:22]1[CH:27]=[CH:26][C:25]([Si](C)(C)C)=[CH:24][C:23]=1[F:32])=[O:5])[CH3:2].[I:33]Cl.[O-]S([O-])(=S)=O.[Na+].[Na+], predict the reaction product. The product is: [CH2:1]([O:3][C:4]([C:6]1[O:14][C:13]2[C:12]([C:15]3[CH:20]=[CH:19][CH:18]=[CH:17][CH:16]=3)=[CH:11][N:10]=[CH:9][C:8]=2[C:7]=1[NH:21][C:22]1[CH:27]=[CH:26][C:25]([I:33])=[CH:24][C:23]=1[F:32])=[O:5])[CH3:2]. (5) Given the reactants [I:1][C:2]1[CH:9]=[CH:8][C:5]([C:6]#N)=[C:4]([C:10]([F:13])([F:12])[F:11])[CH:3]=1.CC(C[AlH]CC(C)C)C.[CH2:23]([OH:26])[CH2:24][OH:25], predict the reaction product. The product is: [I:1][C:2]1[CH:9]=[CH:8][C:5]([CH:6]2[O:26][CH2:23][CH2:24][O:25]2)=[C:4]([C:10]([F:13])([F:12])[F:11])[CH:3]=1. (6) Given the reactants [F:1][C:2]([F:18])([F:17])[C:3]1[CH:8]=[CH:7][N:6]=[C:5]([N:9]2[C@@H:16]3[C@@H:11]([CH2:12][CH2:13][NH:14][CH2:15]3)[CH2:10]2)[N:4]=1.CC1C=C(C)N=C(N2[C@@H]3[C@@H](CCNC3)C2)N=1.[F:35][C:36]1[CH:37]=[CH:38][C:39]([N:45]2[N:49]=[CH:48][CH:47]=[N:46]2)=[C:40]([CH:44]=1)[C:41](O)=[O:42].S1C=CC=C1C1C=CC=CC=1C(O)=O, predict the reaction product. The product is: [F:35][C:36]1[CH:37]=[CH:38][C:39]([N:45]2[N:49]=[CH:48][CH:47]=[N:46]2)=[C:40]([C:41]([N:14]2[CH2:13][CH2:12][C@@H:11]3[C@@H:16]([N:9]([C:5]4[N:4]=[C:3]([C:2]([F:1])([F:17])[F:18])[CH:8]=[CH:7][N:6]=4)[CH2:10]3)[CH2:15]2)=[O:42])[CH:44]=1.